From a dataset of Reaction yield outcomes from USPTO patents with 853,638 reactions. Predict the reaction yield, written as a fraction of the theoretical maximum amount of product (1.0 means a 100% yield; for example, 0.34 means a 34% yield). (1) The reactants are Br[C:2]1[CH:3]=[C:4]2[C:9](=[N:10][CH:11]=1)[NH:8][C:7](=[O:12])[CH2:6][CH2:5]2.[CH3:13][N:14]([CH3:33])[CH2:15][CH2:16][N:17]1[C:25]2[C:20](=[CH:21][CH:22]=[CH:23][CH:24]=2)[C:19]([CH2:26][N:27]([CH3:32])[C:28](=[O:31])[CH:29]=[CH2:30])=[CH:18]1.C1(C)C=CC=CC=1P(C1C=CC=CC=1C)C1C=CC=CC=1C.C(N(C(C)C)CC)(C)C. The catalyst is C(#N)CC.CC([O-])=O.CC([O-])=O.[Pd+2]. The product is [CH3:33][N:14]([CH3:13])[CH2:15][CH2:16][N:17]1[C:25]2[C:20](=[CH:21][CH:22]=[CH:23][CH:24]=2)[C:19]([CH2:26][N:27]([CH3:32])[C:28](=[O:31])/[CH:29]=[CH:30]/[C:2]2[CH:11]=[N:10][C:9]3[NH:8][C:7](=[O:12])[CH2:6][CH2:5][C:4]=3[CH:3]=2)=[CH:18]1. The yield is 0.130. (2) The reactants are [N+:1]([C:4]1[CH:18]=[CH:17][CH:16]=[CH:15][C:5]=1[C:6]([NH:8][C:9]1[CH:14]=[CH:13][CH:12]=[CH:11][CH:10]=1)=[O:7])([O-])=O.[B][B][B][B][B][B][B][B][B][B]. The catalyst is CO.C(O)(=O)C.[Pd]. The product is [NH2:1][C:4]1[CH:18]=[CH:17][CH:16]=[CH:15][C:5]=1[C:6]([NH:8][C:9]1[CH:14]=[CH:13][CH:12]=[CH:11][CH:10]=1)=[O:7]. The yield is 0.880. (3) The reactants are C[O:2][C:3](=O)[CH2:4][C:5]([C:7]1[CH:16]=[CH:15][C:10]([C:11]([O:13][CH3:14])=[O:12])=[CH:9][CH:8]=1)=O.S(O)(O)(=O)=O.[CH3:23][NH:24][NH2:25].C(N(CC)CC)C. The catalyst is C(O)C. The product is [CH3:23][N:24]1[C:3](=[O:2])[CH2:4][C:5]([C:7]2[CH:16]=[CH:15][C:10]([C:11]([O:13][CH3:14])=[O:12])=[CH:9][CH:8]=2)=[N:25]1. The yield is 0.690. (4) The reactants are [S:1]([NH2:5])(N)(=[O:3])=[O:2].[CH3:6]N.[F:8][C:9]([F:14])([F:13])[C:10]([OH:12])=[O:11].[NH2:15][CH2:16][C:17]1[C:18]([C:22]2[N:26]([C:27]3[CH:32]=[CH:31][C:30]([F:33])=[C:29]([Cl:34])[CH:28]=3)C(=O)[O:24][N:23]=2)=[N:19][O:20][N:21]=1.[OH-].[Na+]. The catalyst is N1C=CC=CC=1.O. The product is [F:8][C:9]([F:14])([F:13])[C:10]([OH:12])=[O:11].[Cl:34][C:29]1[CH:28]=[C:27]([NH:26][C:22]([C:18]2[C:17]([CH2:16][NH:15][S:1]([NH:5][CH3:6])(=[O:3])=[O:2])=[N:21][O:20][N:19]=2)=[N:23][OH:24])[CH:32]=[CH:31][C:30]=1[F:33]. The yield is 0.0700. (5) The yield is 0.840. The catalyst is C1COCC1. The reactants are [F:1][C:2]1[CH:7]=[CH:6][N:5]=[C:4]2[N:8]([Si:11]([CH:18]([CH3:20])[CH3:19])([CH:15]([CH3:17])[CH3:16])[CH:12]([CH3:14])[CH3:13])[CH:9]=[CH:10][C:3]=12.C([Li])(CC)C.[Br:26]C(Br)(Br)Br. The product is [Br:26][C:7]1[C:2]([F:1])=[C:3]2[CH:10]=[CH:9][N:8]([Si:11]([CH:15]([CH3:17])[CH3:16])([CH:18]([CH3:20])[CH3:19])[CH:12]([CH3:13])[CH3:14])[C:4]2=[N:5][CH:6]=1. (6) The reactants are [CH3:1][O:2][CH2:3][C:4]([NH:6][C:7]1[CH:12]=[C:11]([CH2:13][O:14][C:15]2[C:24]3[C:19](=[CH:20][CH:21]=[CH:22][CH:23]=3)[C:18]([N+:25]([O-])=O)=[CH:17][CH:16]=2)[CH:10]=[CH:9][N:8]=1)=[O:5].C(=O)([O-])[O-].[Na+].[Na+]. The catalyst is CC(O)=O.[Fe]. The product is [NH2:25][C:18]1[C:19]2[C:24](=[CH:23][CH:22]=[CH:21][CH:20]=2)[C:15]([O:14][CH2:13][C:11]2[CH:10]=[CH:9][N:8]=[C:7]([NH:6][C:4](=[O:5])[CH2:3][O:2][CH3:1])[CH:12]=2)=[CH:16][CH:17]=1. The yield is 0.770. (7) The reactants are [F:1][C:2]([F:18])([F:17])[C:3]1[CH:4]=[C:5]([CH:13](Br)[C:14]#[N:15])[CH:6]=[C:7]([C:9]([F:12])([F:11])[F:10])[CH:8]=1.C([O-])([O-])=O.[K+].[K+].[CH2:25]([CH:27]1[CH2:36][NH:35][C:34]2[C:29](=[CH:30][CH:31]=[CH:32][CH:33]=2)[NH:28]1)[CH3:26].O. The catalyst is CN(C=O)C. The product is [F:1][C:2]([F:18])([F:17])[C:3]1[CH:4]=[C:5]([CH:13]([N:35]2[C:34]3[C:29](=[CH:30][CH:31]=[CH:32][CH:33]=3)[NH:28][CH:27]([CH2:25][CH3:26])[CH2:36]2)[C:14]#[N:15])[CH:6]=[C:7]([C:9]([F:12])([F:11])[F:10])[CH:8]=1. The yield is 0.500.